From a dataset of Full USPTO retrosynthesis dataset with 1.9M reactions from patents (1976-2016). Predict the reactants needed to synthesize the given product. (1) Given the product [CH3:13][O:12][C:6]1[CH:5]=[C:4]2[C:9]([CH:10]=[CH:11][C:2]([O:29][CH2:28][CH2:27][N:24]3[CH2:23][CH2:22][CH:21]([NH:20][C:19]([C:39]4[CH:40]=[CH:41][C:35]5[S:34][CH2:33][C:32](=[O:31])[NH:37][C:36]=5[CH:38]=4)=[O:30])[CH2:26][CH2:25]3)=[N:3]2)=[N:8][CH:7]=1, predict the reactants needed to synthesize it. The reactants are: Cl[C:2]1[CH:11]=[CH:10][C:9]2[C:4](=[CH:5][C:6]([O:12][CH3:13])=[CH:7][N:8]=2)[N:3]=1.C(O[C:19](=[O:30])[NH:20][CH:21]1[CH2:26][CH2:25][N:24]([CH2:27][CH2:28][OH:29])[CH2:23][CH2:22]1)(C)(C)C.[O:31]=[C:32]1[NH:37][C:36]2[CH:38]=[C:39](C(O)=O)[CH:40]=[CH:41][C:35]=2[S:34][CH2:33]1. (2) Given the product [F:29][C:23]1[CH:24]=[C:25]([F:28])[CH:26]=[CH:27][C:22]=1[C:21]1[C:15]2[O:14][CH:13]([CH2:12][N:30]=[N+:31]=[N-:32])[CH2:17][C:16]=2[CH:18]=[CH:19][CH:20]=1, predict the reactants needed to synthesize it. The reactants are: CC1C=CC(S(O[CH2:12][CH:13]2[CH2:17][C:16]3[CH:18]=[CH:19][CH:20]=[C:21]([C:22]4[CH:27]=[CH:26][C:25]([F:28])=[CH:24][C:23]=4[F:29])[C:15]=3[O:14]2)(=O)=O)=CC=1.[N-:30]=[N+:31]=[N-:32].[Na+]. (3) Given the product [C:40]([O:44][C:45](=[O:57])[CH2:46][N:47]1[C:4]2[C:5](=[C:6]([NH:10][C:11](=[O:38])[CH2:12][N:13]3[N:19]=[C:18]([CH:20]4[CH2:21][CH2:22][CH2:23][CH2:24][CH2:25]4)[C:17]4[CH:26]=[CH:27][CH:28]=[CH:29][C:16]=4[N:15]([CH2:30][C:31](=[O:36])[C:32]([CH3:34])([CH3:33])[CH3:35])[C:14]3=[O:37])[CH:7]=[CH:8][CH:9]=2)[CH:49]=[N:48]1)([CH3:43])([CH3:42])[CH3:41], predict the reactants needed to synthesize it. The reactants are: COC(=O)[C:4]1[CH:9]=[CH:8][CH:7]=[C:6]([NH:10][C:11](=[O:38])[CH2:12][N:13]2[N:19]=[C:18]([CH:20]3[CH2:25][CH2:24][CH2:23][CH2:22][CH2:21]3)[C:17]3[CH:26]=[CH:27][CH:28]=[CH:29][C:16]=3[N:15]([CH2:30][C:31](=[O:36])[C:32]([CH3:35])([CH3:34])[CH3:33])[C:14]2=[O:37])[CH:5]=1.[C:40]([O:44][C:45](=[O:57])[CH2:46][N:47]1C=C2[C:49](C=CC=C2N)=[N:48]1)([CH3:43])([CH3:42])[CH3:41].